This data is from Forward reaction prediction with 1.9M reactions from USPTO patents (1976-2016). The task is: Predict the product of the given reaction. (1) Given the reactants Br[C:2]1[CH:11]=[C:10]2[C:5]([N:6]=[CH:7][CH:8]=[N:9]2)=[C:4]([O:12][Si](C(C)(C)C)(C)C)[CH:3]=1.[NH:20]1[CH2:25][CH2:24][O:23][CH2:22][CH2:21]1.C(=O)([O-])[O-].[Cs+].[Cs+], predict the reaction product. The product is: [O:23]1[CH2:24][CH2:25][N:20]([C:2]2[CH:3]=[C:4]([OH:12])[C:5]3[N:6]=[CH:7][CH:8]=[N:9][C:10]=3[CH:11]=2)[CH2:21][CH2:22]1. (2) Given the reactants [C:1]([C:3]1[CH:8]=[CH:7][C:6]([OH:9])=[CH:5][CH:4]=1)#[N:2].[H-].[Na+].Cl[C:13]1[CH:18]=[C:17](Cl)[CH:16]=[CH:15][C:14]=1[N+:20]([O-:22])=[O:21], predict the reaction product. The product is: [C:1]([C:3]1[CH:8]=[CH:7][C:6]([O:9][C:13]2[CH:18]=[C:17]([O:9][C:6]3[CH:7]=[CH:8][C:3]([C:1]#[N:2])=[CH:4][CH:5]=3)[CH:16]=[CH:15][C:14]=2[N+:20]([O-:22])=[O:21])=[CH:5][CH:4]=1)#[N:2].